This data is from Full USPTO retrosynthesis dataset with 1.9M reactions from patents (1976-2016). The task is: Predict the reactants needed to synthesize the given product. (1) Given the product [OH:68][CH2:67][C@H:66]([N:62]1[CH2:63][CH2:64][N:65]([C:23]([C:22]2[CH:21]=[N:20][N:12]3[C:13]([C:16]([F:18])([F:17])[F:19])=[C:14]([CH3:15])[C:9]([C:6]4[CH:7]=[N:8][C:3]([O:2][CH3:1])=[CH:4][CH:5]=4)=[N:10][C:11]=23)=[O:24])[C@H:60]([CH3:59])[CH2:61]1)[C:69]1[CH:70]=[CH:71][CH:72]=[CH:73][CH:74]=1, predict the reactants needed to synthesize it. The reactants are: [CH3:1][O:2][C:3]1[N:8]=[CH:7][C:6]([C:9]2[C:14]([CH3:15])=[C:13]([C:16]([F:19])([F:18])[F:17])[N:12]3[N:20]=[CH:21][C:22]([C:23](O)=[O:24])=[C:11]3[N:10]=2)=[CH:5][CH:4]=1.CN(C(ON1N=NC2C=CC=NC1=2)=[N+](C)C)C.F[P-](F)(F)(F)(F)F.CCN(C(C)C)C(C)C.[CH3:59][C@H:60]1[NH:65][CH2:64][CH2:63][N:62]([C@H:66]([C:69]2[CH:74]=[CH:73][CH:72]=[CH:71][CH:70]=2)[CH2:67][OH:68])[CH2:61]1. (2) Given the product [OH:8][C@H:9]([C@@H:18]([NH:39][C:40](=[O:46])[O:41][C:42]([CH3:43])([CH3:45])[CH3:44])[CH2:19][C@H:20]([CH2:24][C:25]1[CH:30]=[CH:29][C:28]([O:31][CH3:32])=[C:27]([O:33][CH2:34][CH2:35][CH2:36][O:37][CH3:38])[CH:26]=1)[CH:21]([CH3:23])[CH3:22])[CH2:10][N:11]1[CH2:16][CH2:15][CH2:14][NH:13][C:12]1=[O:17], predict the reactants needed to synthesize it. The reactants are: [Si]([O:8][C@H:9]([C@@H:18]([NH:39][C:40](=[O:46])[O:41][C:42]([CH3:45])([CH3:44])[CH3:43])[CH2:19][C@H:20]([CH2:24][C:25]1[CH:30]=[CH:29][C:28]([O:31][CH3:32])=[C:27]([O:33][CH2:34][CH2:35][CH2:36][O:37][CH3:38])[CH:26]=1)[CH:21]([CH3:23])[CH3:22])[CH2:10][N:11]1[CH2:16][CH2:15][CH2:14][NH:13][C:12]1=[O:17])(C(C)(C)C)(C)C.[F-].C([N+](CCCC)(CCCC)CCCC)CCC.O. (3) Given the product [CH:15]1([C:21](=[O:22])[CH2:23][C:2]2[CH:7]=[CH:6][C:5]([O:8][CH:9]3[CH2:14][CH2:13][CH2:12][CH2:11][CH2:10]3)=[CH:4][CH:3]=2)[CH2:20][CH2:19][CH2:18][CH2:17][CH2:16]1, predict the reactants needed to synthesize it. The reactants are: Br[C:2]1[CH:7]=[CH:6][C:5]([O:8][CH:9]2[CH2:14][CH2:13][CH2:12][CH2:11][CH2:10]2)=[CH:4][CH:3]=1.[CH:15]1([C:21]([CH3:23])=[O:22])[CH2:20][CH2:19][CH2:18][CH2:17][CH2:16]1.C1C=CC(P(C2C=CC3C(=CC=CC=3)C=2C2C3C(=CC=CC=3)C=CC=2P(C2C=CC=CC=2)C2C=CC=CC=2)C2C=CC=CC=2)=CC=1.CC(C)([O-])C.[K+]. (4) Given the product [F:17][C:18]1[CH:23]=[C:22]([F:24])[CH:21]=[CH:20][C:19]=1[C:25]1[N:30]=[C:29]([N:31]2[CH2:32][CH2:33][N:34]([C:9]([NH:8][C:5]3[O:4][N:3]=[C:2]([CH3:1])[C:6]=3[CH3:7])=[O:16])[CH2:35][CH2:36]2)[CH:28]=[CH:27][CH:26]=1, predict the reactants needed to synthesize it. The reactants are: [CH3:1][C:2]1[C:6]([CH3:7])=[C:5]([NH:8][C:9](=[O:16])OCC(Cl)(Cl)Cl)[O:4][N:3]=1.[F:17][C:18]1[CH:23]=[C:22]([F:24])[CH:21]=[CH:20][C:19]=1[C:25]1[N:30]=[C:29]([N:31]2[CH2:36][CH2:35][NH:34][CH2:33][CH2:32]2)[CH:28]=[CH:27][CH:26]=1. (5) The reactants are: [Br:1][C:2]1[CH:7]=[C:6]([F:8])[CH:5]=[CH:4][C:3]=1[CH:9]1[C:14]([C:15]([O:17][CH2:18][CH3:19])=[O:16])=[C:13]([CH2:20][N:21]2[CH2:26][CH2:25][O:24][C@H:23]([CH2:27][OH:28])[CH2:22]2)[NH:12][C:11]([C:29]2[S:30][CH:31]=[CH:32][N:33]=2)=[N:10]1.C(OC([NH:41][C@@H:42]([CH:46]([CH3:48])[CH3:47])[C:43](O)=[O:44])=O)(C)(C)C. Given the product [NH2:41][C@@H:42]([CH:46]([CH3:48])[CH3:47])[C:43]([O:28][CH2:27][C@@H:23]1[CH2:22][N:21]([CH2:20][C:13]2[NH:12][C:11]([C:29]3[S:30][CH:31]=[CH:32][N:33]=3)=[N:10][CH:9]([C:3]3[CH:4]=[CH:5][C:6]([F:8])=[CH:7][C:2]=3[Br:1])[C:14]=2[C:15]([O:17][CH2:18][CH3:19])=[O:16])[CH2:26][CH2:25][O:24]1)=[O:44], predict the reactants needed to synthesize it. (6) Given the product [CH2:19]([O:22][C:23]([N:25]1[CH2:30][CH2:29][N:28]([C:13](=[O:15])[CH:12]([NH:11][C:9]([O:8][CH2:1][C:2]2[CH:3]=[CH:4][CH:5]=[CH:6][CH:7]=2)=[O:10])[CH:16]([F:18])[CH3:17])[CH2:27][CH2:26]1)=[O:24])[CH2:20][CH3:21], predict the reactants needed to synthesize it. The reactants are: [CH2:1]([O:8][C:9]([NH:11][CH:12]([CH:16]([F:18])[CH3:17])[C:13]([OH:15])=O)=[O:10])[C:2]1[CH:7]=[CH:6][CH:5]=[CH:4][CH:3]=1.[CH2:19]([O:22][C:23]([N:25]1[CH2:30][CH2:29][NH:28][CH2:27][CH2:26]1)=[O:24])[CH2:20][CH3:21].C(N1CCOCC1)C.[B-](F)(F)(F)F.CCOC(C(C#N)=NOC(N(C)C)=[N+](C)C)=O.